Dataset: Forward reaction prediction with 1.9M reactions from USPTO patents (1976-2016). Task: Predict the product of the given reaction. (1) Given the reactants [Br:1][C:2]1[CH:3]=[CH:4][C:5]2[O:9][C:8](=[O:10])[NH:7][C:6]=2[CH:11]=1.Br[CH2:13][CH2:14][O:15][CH3:16].C(=O)([O-])[O-].[K+].[K+].O, predict the reaction product. The product is: [Br:1][C:2]1[CH:3]=[CH:4][C:5]2[O:9][C:8](=[O:10])[N:7]([CH2:13][CH2:14][O:15][CH3:16])[C:6]=2[CH:11]=1. (2) Given the reactants COC1C=C2C(=C(N)C=1)[N:9]=C(C)C=C2.C[C:16]1[CH:21]=[CH:20][C:19]([S:22](Cl)(=[O:24])=[O:23])=[C:18]([N+:26]([O-:28])=[O:27])[CH:17]=1, predict the reaction product. The product is: [N+:26]([C:18]1[CH:17]=[CH:16][CH:21]=[CH:20][C:19]=1[S:22]([NH2:9])(=[O:24])=[O:23])([O-:28])=[O:27]. (3) Given the reactants [CH3:1][C:2]([CH3:8])=[CH:3][C:4]([O:6][CH3:7])=[O:5].N1CCCCC1.[SH:15][CH2:16][CH2:17][C:18]([O:20][CH3:21])=[O:19].CCOCC, predict the reaction product. The product is: [CH3:7][O:6][C:4](=[O:5])[CH2:3][C:2]([S:15][CH2:16][CH2:17][C:18]([O:20][CH3:21])=[O:19])([CH3:8])[CH3:1]. (4) Given the reactants [CH3:1][O:2][C:3]1[CH:4]=[C:5]([CH2:9][C:10]([OH:12])=O)[CH:6]=[CH:7][CH:8]=1.C(Cl)(=O)C(Cl)=O.[NH2:19][C:20]1[C:25]([C:26]#[N:27])=[C:24]([O:28][CH2:29][CH3:30])[N:23]=[C:22]([NH2:31])[CH:21]=1, predict the reaction product. The product is: [NH2:19][C:20]1[C:25]([C:26]#[N:27])=[C:24]([O:28][CH2:29][CH3:30])[N:23]=[C:22]([NH:31][C:10](=[O:12])[CH2:9][C:5]2[CH:6]=[CH:7][CH:8]=[C:3]([O:2][CH3:1])[CH:4]=2)[CH:21]=1. (5) Given the reactants [Br:1][C:2]1[CH:33]=[CH:32][C:31]([F:34])=[CH:30][C:3]=1[O:4][CH:5]1[CH2:10][CH2:9][N:8]([C:11]2[S:12][C:13]3[C:18](=[O:19])[N:17]([CH2:20][O:21][CH3:22])[C:16]([CH2:23][CH2:24][C:25]([O:27][CH3:28])=[O:26])=[N:15][C:14]=3[N:29]=2)[CH2:7][CH2:6]1.C[Si](C)(C)[N-][Si](C)(C)C.[K+].C1(C2[O:53]N2S(C2C=CC=CC=2)(=O)=O)C=CC=CC=1, predict the reaction product. The product is: [Br:1][C:2]1[CH:33]=[CH:32][C:31]([F:34])=[CH:30][C:3]=1[O:4][CH:5]1[CH2:10][CH2:9][N:8]([C:11]2[S:12][C:13]3[C:18](=[O:19])[N:17]([CH2:20][O:21][CH3:22])[C:16]([CH2:23][CH:24]([OH:53])[C:25]([O:27][CH3:28])=[O:26])=[N:15][C:14]=3[N:29]=2)[CH2:7][CH2:6]1. (6) Given the reactants Cl.Cl.[CH2:3]([O:5][C:6](=[O:13])[C@H:7]([CH3:12])[NH:8][CH2:9][CH2:10][NH2:11])[CH3:4].[N+:14]([C:17]1[CH:22]=[CH:21][CH:20]=[CH:19][C:18]=1[S:23](Cl)(=[O:25])=[O:24])([O-:16])=[O:15], predict the reaction product. The product is: [CH2:3]([O:5][C:6](=[O:13])[C@H:7]([CH3:12])[NH:8][CH2:9][CH2:10][NH:11][S:23]([C:18]1[CH:19]=[CH:20][CH:21]=[CH:22][C:17]=1[N+:14]([O-:16])=[O:15])(=[O:24])=[O:25])[CH3:4]. (7) Given the reactants [CH2:1]([NH:3][C:4]1[C:9]([CH:10]=O)=[CH:8][N:7]=[C:6]([S:12][CH3:13])[N:5]=1)[CH3:2].CO[C:16]1[CH:17]=[C:18]([CH2:24][C:25]#[N:26])[CH:19]=[C:20]([O:22][CH3:23])[CH:21]=1.[C:27]([O-:30])([O-])=O.[K+].[K+], predict the reaction product. The product is: [CH3:23][O:22][C:20]1[CH:19]=[C:18]([C:24]2[C:25](=[NH:26])[N:3]([CH2:1][CH3:2])[C:4]3[N:5]=[C:6]([S:12][CH3:13])[N:7]=[CH:8][C:9]=3[CH:10]=2)[CH:17]=[C:16]([O:30][CH3:27])[CH:21]=1.